The task is: Predict the reactants needed to synthesize the given product.. This data is from Full USPTO retrosynthesis dataset with 1.9M reactions from patents (1976-2016). (1) Given the product [CH:19]1([NH:25][C:12](=[O:14])[C:11]2[CH:15]=[CH:16][N:17]=[CH:18][C:10]=2[NH:9][C:3]2[CH:4]=[CH:5][C:6]([I:8])=[CH:7][C:2]=2[F:1])[CH2:24][CH2:23][CH2:22][CH2:21][CH2:20]1, predict the reactants needed to synthesize it. The reactants are: [F:1][C:2]1[CH:7]=[C:6]([I:8])[CH:5]=[CH:4][C:3]=1[NH:9][C:10]1[CH:18]=[N:17][CH:16]=[CH:15][C:11]=1[C:12]([OH:14])=O.[CH:19]1([NH2:25])[CH2:24][CH2:23][CH2:22][CH2:21][CH2:20]1. (2) Given the product [Br:11][C:10]1[N:5]2[CH:6]=[CH:7][N:8]=[CH:9][C:4]2=[N:3][C:2]=1[CH3:1], predict the reactants needed to synthesize it. The reactants are: [CH3:1][C:2]1[N:3]=[C:4]2[CH:9]=[N:8][CH:7]=[CH:6][N:5]2[CH:10]=1.[Br:11]N1C(=O)CCC1=O.C1(=O)NC(=O)CC1. (3) Given the product [Cl:18][C:19]1[CH:20]=[C:21]([CH:24]=[CH:25][CH:26]=1)[CH2:22][N:12]1[C:13]([CH3:17])([CH3:16])[C:14](=[O:15])[N:11]1[CH:2]1[CH:3]2[CH2:4][CH:5]3[CH2:6][CH:7]([CH2:8][CH:1]1[CH2:10]3)[CH2:9]2, predict the reactants needed to synthesize it. The reactants are: [CH:1]12[CH2:10][CH:5]3[CH2:6][CH:7]([CH2:9][CH:3]([CH2:4]3)[CH:2]1[N:11]1[C:14](=[O:15])[C:13]([CH3:17])([CH3:16])[NH:12]1)[CH2:8]2.[Cl:18][C:19]1[CH:20]=[C:21]([CH:24]=[CH:25][CH:26]=1)[CH2:22]Br. (4) Given the product [CH3:9][CH:2]([O:12][C:11](=[O:13])[C:10]([O:15][CH2:16][CH3:17])=[O:14])[C:3](=[O:8])[C:4]([CH3:7])([CH3:6])[CH3:5], predict the reactants needed to synthesize it. The reactants are: Br[CH:2]([CH3:9])[C:3](=[O:8])[C:4]([CH3:7])([CH3:6])[CH3:5].[C:10]([OH:15])(=[O:14])[C:11]([OH:13])=[O:12].[CH2:16]([K])[CH3:17]. (5) Given the product [Cl:24][C:25]1[C:26]([F:36])=[CH:27][C:28]([F:35])=[C:29]([S:31]([N:7]([C:8]2[N:9]=[CH:10][S:11][CH:12]=2)[C:6](=[O:13])[O:5][C:1]([CH3:4])([CH3:2])[CH3:3])(=[O:33])=[O:32])[CH:30]=1, predict the reactants needed to synthesize it. The reactants are: [C:1]([O:5][C:6](=[O:13])[NH:7][C:8]1[N:9]=[CH:10][S:11][CH:12]=1)([CH3:4])([CH3:3])[CH3:2].C[Si](C)(C)[N-][Si](C)(C)C.[Li+].[Cl:24][C:25]1[C:26]([F:36])=[CH:27][C:28]([F:35])=[C:29]([S:31](Cl)(=[O:33])=[O:32])[CH:30]=1.C(=O)=O.[Cl-].[NH4+].